Dataset: Reaction yield outcomes from USPTO patents with 853,638 reactions. Task: Predict the reaction yield, written as a fraction of the theoretical maximum amount of product (1.0 means a 100% yield; for example, 0.34 means a 34% yield). (1) The catalyst is CN(C=O)C.C(OCC)C. The reactants are [C:1]([NH:8][CH2:9][CH2:10]Br)([O:3][C:4]([CH3:7])([CH3:6])[CH3:5])=[O:2].[N-:12]=[N+:13]=[N-:14].[Na+]. The yield is 0.940. The product is [C:4]([O:3][C:1](=[O:2])[NH:8][CH2:9][CH2:10][N:12]=[N+:13]=[N-:14])([CH3:7])([CH3:6])[CH3:5]. (2) The reactants are [CH:1]1([N:6]2[CH2:11][CH2:10][N:9]([C:12]([C:14]3[CH:15]=[C:16]4[C:20](=[CH:21][CH:22]=3)[NH:19][C:18]([C:23]([N:25]3[CH2:30][CH2:29][C:28]([F:32])([F:31])[CH2:27][CH2:26]3)=[O:24])=[CH:17]4)=[O:13])[CH2:8][CH2:7]2)[CH2:5][CH2:4][CH2:3][CH2:2]1.[H-].[Na+].[CH:35]1([CH2:38]Br)[CH2:37][CH2:36]1. The catalyst is CN(C)C=O. The product is [CH:1]1([N:6]2[CH2:7][CH2:8][N:9]([C:12]([C:14]3[CH:15]=[C:16]4[C:20](=[CH:21][CH:22]=3)[N:19]([CH2:38][CH:35]3[CH2:37][CH2:36]3)[C:18]([C:23]([N:25]3[CH2:26][CH2:27][C:28]([F:31])([F:32])[CH2:29][CH2:30]3)=[O:24])=[CH:17]4)=[O:13])[CH2:10][CH2:11]2)[CH2:5][CH2:4][CH2:3][CH2:2]1. The yield is 0.440. (3) The reactants are Br[CH2:2][C:3]([C:5]1[O:6][C:7]2[CH:14]=[CH:13][CH:12]=[CH:11][C:8]=2[C:9]=1[CH3:10])=[O:4].[C:15]1([OH:21])[CH:20]=[CH:19][CH:18]=[CH:17][CH:16]=1.C(=O)([O-])[O-].[K+].[K+].[Cl-].[NH4+]. The catalyst is CN(C)C=O. The product is [CH3:10][C:9]1[C:8]2[CH:11]=[CH:12][CH:13]=[CH:14][C:7]=2[O:6][C:5]=1[C:3](=[O:4])[CH2:2][O:21][C:15]1[CH:20]=[CH:19][CH:18]=[CH:17][CH:16]=1. The yield is 0.660.